Dataset: Full USPTO retrosynthesis dataset with 1.9M reactions from patents (1976-2016). Task: Predict the reactants needed to synthesize the given product. (1) Given the product [CH3:1][O:2][CH2:3][C:4]1([C:7]2[CH:12]=[CH:11][C:10]([NH:13][C:14]([C:16]3[CH:21]=[CH:20][CH:19]=[CH:18][C:17]=3[NH:22][CH2:26][C:27]3[CH:28]=[CH:29][N:30]=[CH:31][CH:32]=3)=[O:15])=[CH:9][CH:8]=2)[CH2:5][CH2:34][CH2:6]1, predict the reactants needed to synthesize it. The reactants are: [CH3:1][O:2][CH2:3][C:4]1([C:7]2[CH:12]=[CH:11][C:10]([NH:13][C:14]([C:16]3[CH:21]=[CH:20][CH:19]=[CH:18][C:17]=3[N:22]([CH2:26][C:27]3[CH:32]=[CH:31][N:30]=[CH:29][CH:28]=3)C(=O)C)=[O:15])=[CH:9][CH:8]=2)[CH2:6][CH2:5]1.Cl.[C:34]([O-])(O)=O.[Na+]. (2) Given the product [CH2:7]([O:14][CH2:15][N:16]1[C:20]([Br:21])=[C:19]([Br:22])[N:18]=[C:17]1[O:4][CH:2]([CH3:3])[CH3:1])[C:8]1[CH:13]=[CH:12][CH:11]=[CH:10][CH:9]=1, predict the reactants needed to synthesize it. The reactants are: [CH3:1][CH:2]([OH:4])[CH3:3].[H-].[Na+].[CH2:7]([O:14][CH2:15][N:16]1[C:20]([Br:21])=[C:19]([Br:22])[N:18]=[C:17]1Br)[C:8]1[CH:13]=[CH:12][CH:11]=[CH:10][CH:9]=1.O.